This data is from Reaction yield outcomes from USPTO patents with 853,638 reactions. The task is: Predict the reaction yield, written as a fraction of the theoretical maximum amount of product (1.0 means a 100% yield; for example, 0.34 means a 34% yield). (1) The reactants are [C:1]([C:3]1[CH:4]=[C:5]([CH:33]=[CH:34][CH:35]=1)[C:6]([NH:8][C:9]1[C:10]([CH3:32])=[C:11]2[C:17]([CH:18]3[CH2:23][CH2:22][N:21](C(OC(C)(C)C)=O)[CH2:20][CH2:19]3)=[CH:16][N:15]([CH3:31])[C:12]2=[N:13][CH:14]=1)=[O:7])#[N:2].FC(F)(F)C(O)=O. The catalyst is ClCCl. The product is [C:1]([C:3]1[CH:4]=[C:5]([CH:33]=[CH:34][CH:35]=1)[C:6]([NH:8][C:9]1[C:10]([CH3:32])=[C:11]2[C:17]([CH:18]3[CH2:19][CH2:20][NH:21][CH2:22][CH2:23]3)=[CH:16][N:15]([CH3:31])[C:12]2=[N:13][CH:14]=1)=[O:7])#[N:2]. The yield is 1.00. (2) The reactants are CO[C:3](=[O:24])[C:4]1[CH:9]=[CH:8][C:7]([O:10][CH2:11][C:12]2[C:13]([C:17]3[CH:22]=[CH:21][C:20]([F:23])=[CH:19][CH:18]=3)=[N:14][O:15][CH:16]=2)=[N:6][CH:5]=1.[NH2:25][CH2:26][CH:27]1[CH2:29][CH2:28]1. No catalyst specified. The product is [CH:27]1([CH2:26][NH:25][C:3](=[O:24])[C:4]2[CH:9]=[CH:8][C:7]([O:10][CH2:11][C:12]3[C:13]([C:17]4[CH:18]=[CH:19][C:20]([F:23])=[CH:21][CH:22]=4)=[N:14][O:15][CH:16]=3)=[N:6][CH:5]=2)[CH2:29][CH2:28]1. The yield is 0.310. (3) The reactants are [Si:1]([N:8]1[C:23](=[O:24])[CH:22]2[CH:10]([CH:11]([CH2:25][O:26][CH:27]3[CH2:32][CH2:31][CH2:30][CH2:29][O:28]3)[CH2:12][C:13]3[NH:14][C:15]4[CH:16]=[CH:17][CH:18]=[CH:19][C:20]=4[C:21]=32)[C:9]1=[O:33])([C:4]([CH3:7])([CH3:6])[CH3:5])([CH3:3])[CH3:2].C(C1C(=O)C(Cl)=C(Cl)C(=O)C=1C#N)#N. No catalyst specified. The product is [Si:1]([N:8]1[C:23](=[O:24])[C:22]2[C:21]3[C:20]4[CH:19]=[CH:18][CH:17]=[CH:16][C:15]=4[NH:14][C:13]=3[CH:12]=[C:11]([CH2:25][O:26][CH:27]3[CH2:32][CH2:31][CH2:30][CH2:29][O:28]3)[C:10]=2[C:9]1=[O:33])([C:4]([CH3:7])([CH3:5])[CH3:6])([CH3:2])[CH3:3]. The yield is 0.920. (4) The reactants are [NH2:1][C:2]1[N:7]=[CH:6][N:5]=[C:4]2[NH:8][N:9]=[C:10]([C:11]3[CH:16]=[CH:15][C:14]([OH:17])=[CH:13][CH:12]=3)[C:3]=12.N1C=CN=C1.[CH3:23][C:24]([Si:27](Cl)([CH3:29])[CH3:28])([CH3:26])[CH3:25]. The catalyst is CN(C=O)C.O. The product is [Si:27]([O:17][C:14]1[CH:15]=[CH:16][C:11]([C:10]2[C:3]3[C:4](=[N:5][CH:6]=[N:7][C:2]=3[NH2:1])[NH:8][N:9]=2)=[CH:12][CH:13]=1)([C:24]([CH3:26])([CH3:25])[CH3:23])([CH3:29])[CH3:28]. The yield is 0.930. (5) The reactants are [OH-].[Na+].C([O:6][CH2:7][C:8]1[CH:13]=[CH:12][C:11]([O:14][CH2:15][C:16]2[CH:21]=[CH:20][CH:19]=[CH:18][CH:17]=2)=[CH:10][N:9]=1)(=O)C. The catalyst is C(O)C.O. The product is [C:16]([CH:7]([C:8]1[CH:13]=[CH:12][C:11]([O:14][CH2:15][C:16]2[CH:17]=[CH:18][CH:19]=[CH:20][CH:21]=2)=[CH:10][N:9]=1)[OH:6])([CH3:21])([CH3:17])[CH3:15]. The yield is 0.960. (6) The reactants are [H-].[Na+].[CH3:3][CH:4]([OH:6])[CH3:5].[Cl:7][C:8]1[N:9]=[C:10](Cl)[C:11]2[C:16]([I:17])=[CH:15][N:14]([CH2:18][O:19][CH2:20][CH2:21][Si:22]([CH3:25])([CH3:24])[CH3:23])[C:12]=2[N:13]=1. The catalyst is C1COCC1. The product is [Cl:7][C:8]1[N:9]=[C:10]([O:6][CH:4]([CH3:5])[CH3:3])[C:11]2[C:16]([I:17])=[CH:15][N:14]([CH2:18][O:19][CH2:20][CH2:21][Si:22]([CH3:25])([CH3:24])[CH3:23])[C:12]=2[N:13]=1. The yield is 0.810. (7) The reactants are [BrH:1].[CH3:2][C:3]1[CH:8]=[C:7]([CH3:9])[N:6]=[C:5](N)[CH:4]=1.BrBr.N([O-])=O.[Na+].N([O-])=O.[OH-].[Na+]. No catalyst specified. The product is [Br:1][C:5]1[CH:4]=[C:3]([CH3:2])[CH:8]=[C:7]([CH3:9])[N:6]=1. The yield is 0.480.